This data is from Reaction yield outcomes from USPTO patents with 853,638 reactions. The task is: Predict the reaction yield, written as a fraction of the theoretical maximum amount of product (1.0 means a 100% yield; for example, 0.34 means a 34% yield). (1) The product is [N:1]1[N:5]2[C:6]([CH2:10][NH2:11])=[CH:7][CH:8]=[CH:9][C:4]2=[CH:3][CH:2]=1. The reactants are [N:1]1[N:5]2[C:6]([C:10]#[N:11])=[CH:7][CH:8]=[CH:9][C:4]2=[CH:3][CH:2]=1. The yield is 1.00. The catalyst is CO.N.[Ni]. (2) The reactants are [BH4-].[Na+].[Cl:3][C:4]1[C:12]2[N:11]=[C:10]3[N:13]([C:17]4[CH:22]=[CH:21][C:20]([Cl:23])=[CH:19][C:18]=4[Cl:24])[CH2:14][CH2:15][CH2:16][N:9]3[C:8]=2[C:7]([CH:25]([CH2:28][CH3:29])[CH:26]=[O:27])=[CH:6][CH:5]=1. The catalyst is O1CCCC1. The product is [Cl:3][C:4]1[C:12]2[N:11]=[C:10]3[N:13]([C:17]4[CH:22]=[CH:21][C:20]([Cl:23])=[CH:19][C:18]=4[Cl:24])[CH2:14][CH2:15][CH2:16][N:9]3[C:8]=2[C:7]([CH:25]([CH2:28][CH3:29])[CH2:26][OH:27])=[CH:6][CH:5]=1. The yield is 0.940.